This data is from Forward reaction prediction with 1.9M reactions from USPTO patents (1976-2016). The task is: Predict the product of the given reaction. (1) The product is: [CH2:1]([O:3][C:4]1[CH:9]=[C:8]([NH2:10])[CH:7]=[CH:6][C:5]=1[O:13][CH3:14])[CH3:2]. Given the reactants [CH2:1]([O:3][C:4]1[CH:9]=[C:8]([N+:10]([O-])=O)[CH:7]=[CH:6][C:5]=1[O:13][CH3:14])[CH3:2].[H][H], predict the reaction product. (2) Given the reactants Br[C:2]1[C:11](OCC2C=CC=CC=2)=[C:10]2[C:5]([CH:6]=CC(C(O)=O)=N2)=[CH:4][CH:3]=1.[CH3:23][O:24][C:25]([C:27]1[CH:36]=[C:35]([OH:37])[C:34]2[C:29](=[C:30]([N+:39]([O-:41])=[O:40])[CH:31]=[CH:32][C:33]=2[Br:38])[N:28]=1)=[O:26], predict the reaction product. The product is: [CH3:23][O:24][C:25]([C:27]1[CH:36]=[C:35]([O:37][CH2:6][C:5]2[CH:10]=[CH:11][CH:2]=[CH:3][CH:4]=2)[C:34]2[C:29](=[C:30]([N+:39]([O-:41])=[O:40])[CH:31]=[CH:32][C:33]=2[Br:38])[N:28]=1)=[O:26]. (3) Given the reactants FC(F)(F)S([C:6]1[C:7](=[O:27])[N:8]([CH3:26])[C:9]([C:20]2[CH:25]=[CH:24][N:23]=[CH:22][CH:21]=2)=[C:10]([C:12]2[CH:17]=[CH:16][C:15]([O:18][CH3:19])=[CH:14][CH:13]=2)[CH:11]=1)(=O)=O.[C:30]1(B(O)O)[CH:35]=[CH:34][CH:33]=[CH:32][CH:31]=1.C(=O)([O-])[O-].[Na+].[Na+], predict the reaction product. The product is: [CH3:19][O:18][C:15]1[CH:16]=[CH:17][C:12]([C:10]2[CH:11]=[C:6]([C:30]3[CH:35]=[CH:34][CH:33]=[CH:32][CH:31]=3)[C:7](=[O:27])[N:8]([CH3:26])[C:9]=2[C:20]2[CH:25]=[CH:24][N:23]=[CH:22][CH:21]=2)=[CH:13][CH:14]=1. (4) Given the reactants [NH2:1][C:2]1[CH:3]=[N:4][CH:5]=[CH:6][C:7]=1[OH:8].[NH2:9][C:10]1[CH:18]=[CH:17][CH:16]=[CH:15][C:11]=1[C:12](O)=O, predict the reaction product. The product is: [O:8]1[C:7]2[CH:6]=[CH:5][N:4]=[CH:3][C:2]=2[N:1]=[C:12]1[C:11]1[CH:15]=[CH:16][CH:17]=[CH:18][C:10]=1[NH2:9].